This data is from Catalyst prediction with 721,799 reactions and 888 catalyst types from USPTO. The task is: Predict which catalyst facilitates the given reaction. (1) Reactant: [OH:1][C@:2]1([C:16]2[S:17][C:18]([C:21]3[CH:26]=[C:25]([CH3:27])[CH:24]=[C:23]([NH:28][C:29]4[CH:34]=[C:33]([C:35]([F:38])([F:37])[F:36])[CH:32]=[CH:31][N:30]=4)[N:22]=3)=[CH:19][N:20]=2)[CH2:11][CH2:10][CH2:9][C:8]2[CH:7]=[C:6]([C:12]([O:14]C)=[O:13])[CH:5]=[CH:4][C:3]1=2.[Li+].[OH-].Cl. Product: [OH:1][C:2]1([C:16]2[S:17][C:18]([C:21]3[CH:26]=[C:25]([CH3:27])[CH:24]=[C:23]([NH:28][C:29]4[CH:34]=[C:33]([C:35]([F:36])([F:38])[F:37])[CH:32]=[CH:31][N:30]=4)[N:22]=3)=[CH:19][N:20]=2)[CH2:11][CH2:10][CH2:9][C:8]2[CH:7]=[C:6]([C:12]([OH:14])=[O:13])[CH:5]=[CH:4][C:3]1=2. The catalyst class is: 14. (2) Product: [F:10][C:11]([C:14]1[CH:15]=[C:16]([CH:32]=[CH:33][CH:34]=1)[O:17][C:18]1[CH:19]=[CH:20][C:21]([C:24]2[C:25]3=[N:31][S:6](=[O:8])(=[O:7])[CH2:5][CH2:4][N:26]3[CH:27]=[C:28]([CH3:30])[CH:29]=2)=[CH:22][CH:23]=1)([F:13])[CH3:12]. Reactant: [H-].[Na+].Cl[CH2:4][CH2:5][S:6](Cl)(=[O:8])=[O:7].[F:10][C:11]([C:14]1[CH:15]=[C:16]([CH:32]=[CH:33][CH:34]=1)[O:17][C:18]1[CH:23]=[CH:22][C:21]([C:24]2[C:25]([NH2:31])=[N:26][CH:27]=[C:28]([CH3:30])[CH:29]=2)=[CH:20][CH:19]=1)([F:13])[CH3:12]. The catalyst class is: 1. (3) Product: [O:26]1[CH2:23][CH:22]1[C:15]1[CH:16]=[CH:17][C:18]([C:20]#[N:21])=[C:19]2[C:14]=1[CH:13]=[CH:12][N:11]2[S:1]([C:4]1[CH:5]=[CH:6][C:7]([CH3:8])=[CH:9][CH:10]=1)(=[O:2])=[O:3]. The catalyst class is: 38. Reactant: [S:1]([N:11]1[C:19]2[C:14](=[C:15]([CH:22]=[CH2:23])[CH:16]=[CH:17][C:18]=2[C:20]#[N:21])[CH:13]=[CH:12]1)([C:4]1[CH:10]=[CH:9][C:7]([CH3:8])=[CH:6][CH:5]=1)(=[O:3])=[O:2].CC(O)=[O:26].C1C(=O)N(Br)C(=O)C1.[OH-].[Na+]. (4) Reactant: [Cl:1][C:2]1[CH:3]=[CH:4][C:5]([CH2:17][CH3:18])=[C:6]([C:8]2[NH:9][CH:10]=[CH:11][C:12]=2[C:13]([O:15][CH3:16])=[O:14])[CH:7]=1.CN(C=O)C.[C:24]1([S:30](Cl)(=[O:32])=[O:31])[CH:29]=[CH:28][CH:27]=[CH:26][CH:25]=1.O. Product: [Cl:1][C:2]1[CH:3]=[CH:4][C:5]([CH2:17][CH3:18])=[C:6]([C:8]2[N:9]([S:30]([C:24]3[CH:29]=[CH:28][CH:27]=[CH:26][CH:25]=3)(=[O:32])=[O:31])[CH:10]=[CH:11][C:12]=2[C:13]([O:15][CH3:16])=[O:14])[CH:7]=1. The catalyst class is: 25. (5) Reactant: [C:1]([C:5]1[CH:9]=[CH:8][C-:7]([C:10](=O)[CH3:11])[C:6]=1[C:13]([CH3:16])([CH3:15])[CH3:14])([CH3:4])([CH3:3])[CH3:2].[C:17]([C-:20]1[CH:24]=[CH:23][CH:22]=[CH:21]1)(=O)[CH3:18].[Fe+2:25].[Al+3].[Cl-].[Cl-].[Cl-]. Product: [C:1]([C:5]1[CH:9]=[CH:8][C-:7]([CH2:10][CH3:11])[C:6]=1[C:13]([CH3:14])([CH3:16])[CH3:15])([CH3:4])([CH3:3])[CH3:2].[CH2:17]([C-:20]1[CH:24]=[CH:23][CH:22]=[CH:21]1)[CH3:18].[Fe+2:25]. The catalyst class is: 788. (6) Reactant: [Cr](Cl)([O-])(=O)=O.[NH+]1C=CC=CC=1.[Cl:12][C:13]1[CH:18]=[C:17]([CH2:19][OH:20])[CH:16]=[C:15]([CH3:21])[N:14]=1. Product: [Cl:12][C:13]1[CH:18]=[C:17]([CH:19]=[O:20])[CH:16]=[C:15]([CH3:21])[N:14]=1. The catalyst class is: 343. (7) The catalyst class is: 1. Product: [Si:17]([O:16][CH2:15][C:14]([C:10]1[C:11]([CH3:13])=[CH:12][C:7]([B:27]([OH:30])[OH:28])=[CH:8][C:9]=1[CH3:26])([F:25])[F:24])([C:20]([CH3:23])([CH3:22])[CH3:21])([CH3:19])[CH3:18]. Reactant: [Li]CCCC.Br[C:7]1[CH:12]=[C:11]([CH3:13])[C:10]([C:14]([F:25])([F:24])[CH2:15][O:16][Si:17]([C:20]([CH3:23])([CH3:22])[CH3:21])([CH3:19])[CH3:18])=[C:9]([CH3:26])[CH:8]=1.[B:27](OC)([O:30]C)[O:28]C. (8) Reactant: [N:1]1[CH:6]=[CH:5][CH:4]=[C:3]([CH2:7][CH2:8][C:9]([OH:11])=[O:10])[CH:2]=1.N[C:13]1[CH:21]=[CH:20][C:16]([C:17]([OH:19])=[O:18])=[CH:15][CH:14]=1.[N:22]#[C:23][Br:24]. Product: [BrH:24].[C:9]([CH2:8][CH2:7]/[C:3](/[CH:2]=[N:22]/[C:23]1[CH:21]=[CH:20][C:16]([C:17]([OH:19])=[O:18])=[CH:15][CH:14]=1)=[CH:4]\[CH:5]=[CH:6]\[NH:1][C:13]1[CH:21]=[CH:20][C:16]([C:17]([OH:19])=[O:18])=[CH:15][CH:14]=1)([OH:11])=[O:10]. The catalyst class is: 5.